Dataset: Peptide-MHC class II binding affinity with 134,281 pairs from IEDB. Task: Regression. Given a peptide amino acid sequence and an MHC pseudo amino acid sequence, predict their binding affinity value. This is MHC class II binding data. The peptide sequence is CDASILIDPLSNQSA. The MHC is DRB1_0101 with pseudo-sequence DRB1_0101. The binding affinity (normalized) is 0.355.